This data is from Full USPTO retrosynthesis dataset with 1.9M reactions from patents (1976-2016). The task is: Predict the reactants needed to synthesize the given product. Given the product [S:10]1[CH:11]=[CH:12][C:8]([C:6]2[N:5]=[C:4]3[CH2:13][CH2:14][CH2:15][C:3]3=[C:2]([NH:16][C:17]3[CH:18]=[CH:19][C:20]([CH2:23][C:24]([O:26][CH2:27][CH3:28])=[O:25])=[CH:21][CH:22]=3)[CH:7]=2)=[CH:9]1, predict the reactants needed to synthesize it. The reactants are: Cl[C:2]1[CH:7]=[C:6]([C:8]2[CH:12]=[CH:11][S:10][CH:9]=2)[N:5]=[C:4]2[CH2:13][CH2:14][CH2:15][C:3]=12.[NH2:16][C:17]1[CH:22]=[CH:21][C:20]([CH2:23][C:24]([O:26][CH2:27][CH3:28])=[O:25])=[CH:19][CH:18]=1.